This data is from Reaction yield outcomes from USPTO patents with 853,638 reactions. The task is: Predict the reaction yield, written as a fraction of the theoretical maximum amount of product (1.0 means a 100% yield; for example, 0.34 means a 34% yield). (1) The reactants are [Cl:1][C:2]1[CH:11]=[CH:10][C:5]([C:6]([O:8][CH3:9])=[O:7])=[C:4]([NH:12][CH2:13][CH2:14][CH2:15][OH:16])[C:3]=1[NH:17][C:18](=S)[NH:19][C:20]1[C:25]([Cl:26])=[CH:24][C:23]([O:27][CH3:28])=[CH:22][C:21]=1[Cl:29].Cl.C(N=C=NCCCN(C)C)C.C(N(CC)CC)C. The catalyst is O1CCCC1.C(OCC)(=O)C. The product is [Cl:1][C:2]1[C:3]2[N:17]=[C:18]([NH:19][C:20]3[C:25]([Cl:26])=[CH:24][C:23]([O:27][CH3:28])=[CH:22][C:21]=3[Cl:29])[N:12]([CH2:13][CH2:14][CH2:15][OH:16])[C:4]=2[C:5]([C:6]([O:8][CH3:9])=[O:7])=[CH:10][CH:11]=1. The yield is 0.910. (2) The reactants are [Br:1][C:2]1[CH:3]=[CH:4][C:5]([C:11]([F:14])([F:13])[F:12])=[C:6]([CH:10]=1)[C:7]([OH:9])=O.[NH2:15][C:16]1[C:25]([CH3:26])=[CH:24][C:19]([C:20]([O:22][CH3:23])=[O:21])=[CH:18][C:17]=1[CH3:27].C(N(CC)CC)C.CCCP1(OP(CCC)(=O)OP(CCC)(=O)O1)=O. The catalyst is C(Cl)Cl.O. The product is [Br:1][C:2]1[CH:3]=[CH:4][C:5]([C:11]([F:14])([F:13])[F:12])=[C:6]([CH:10]=1)[C:7]([NH:15][C:16]1[C:17]([CH3:27])=[CH:18][C:19]([C:20]([O:22][CH3:23])=[O:21])=[CH:24][C:25]=1[CH3:26])=[O:9]. The yield is 0.277.